Dataset: Reaction yield outcomes from USPTO patents with 853,638 reactions. Task: Predict the reaction yield, written as a fraction of the theoretical maximum amount of product (1.0 means a 100% yield; for example, 0.34 means a 34% yield). (1) The reactants are C[O:2][C:3](=[O:27])[C@@H:4]([N:12]1[CH2:16][C:15]([O:17][C:18]2[CH:23]=[C:22]([Cl:24])[CH:21]=[CH:20][C:19]=2[Cl:25])=[CH:14][C:13]1=[O:26])[CH2:5][CH:6]1[CH2:11][CH2:10][CH2:9][CH2:8][CH2:7]1.[OH-].[Li+]. The catalyst is O1CCCC1.O. The product is [CH:6]1([CH2:5][C@H:4]([N:12]2[CH2:16][C:15]([O:17][C:18]3[CH:23]=[C:22]([Cl:24])[CH:21]=[CH:20][C:19]=3[Cl:25])=[CH:14][C:13]2=[O:26])[C:3]([OH:27])=[O:2])[CH2:11][CH2:10][CH2:9][CH2:8][CH2:7]1. The yield is 0.840. (2) The reactants are [Br:1][C:2]1[S:3][CH:4]=[CH:5][CH:6]=1.Cl[C:8](=[O:14])[C:9]([O:11][CH2:12][CH3:13])=[O:10].[Cl-].[Cl-].[Cl-].[Al+3]. The catalyst is ClCCl. The product is [Br:1][C:2]1[S:3][C:4]([C:8](=[O:14])[C:9]([O:11][CH2:12][CH3:13])=[O:10])=[CH:5][CH:6]=1. The yield is 0.258. (3) The yield is 0.160. The catalyst is C(Cl)Cl. The reactants are Cl.[NH2:2][C:3]1[N:8]=[CH:7][N:6]=[C:5]2[N:9]([CH:20]([C:22]3[O:23][C:24](=[O:45])[C:25]4[C:30]([C:31]=3[C:32]3[CH2:33][N:34](CC5C=CC=CC=5)[CH2:35][CH2:36][CH:37]=3)=[CH:29][CH:28]=[CH:27][CH:26]=4)[CH3:21])[N:10]=[C:11]([C:12]3[CH:17]=[C:16]([OH:18])[CH:15]=[C:14]([F:19])[CH:13]=3)[C:4]=12.CCN(C(C)C)C(C)C.C(Cl)(=O)OC(Cl)C. The product is [CH:24]([OH:45])=[O:23].[NH2:2][C:3]1[N:8]=[CH:7][N:6]=[C:5]2[N:9]([CH:20]([C:22]3[O:23][C:24](=[O:45])[C:25]4[C:30]([C:31]=3[C:32]3[CH2:33][NH:34][CH2:35][CH2:36][CH:37]=3)=[CH:29][CH:28]=[CH:27][CH:26]=4)[CH3:21])[N:10]=[C:11]([C:12]3[CH:17]=[C:16]([OH:18])[CH:15]=[C:14]([F:19])[CH:13]=3)[C:4]=12. (4) The reactants are [O:1]=[C:2]1[NH:6][C@H:5]([C:7]([O:9][CH3:10])=[O:8])[CH2:4][CH2:3]1.C(N(CC)CC)C.[O:18](C(OC(C)(C)C)=O)[C:19]([O:21][C:22]([CH3:25])([CH3:24])[CH3:23])=O. The catalyst is C(Cl)Cl.CN(C1C=CN=CC=1)C. The product is [O:1]=[C:2]1[N:6]([C:19]([O:21][C:22]([CH3:25])([CH3:24])[CH3:23])=[O:18])[C@H:5]([C:7]([O:9][CH3:10])=[O:8])[CH2:4][CH2:3]1. The yield is 0.960. (5) The yield is 0.990. The catalyst is C(O)(=O)C. The reactants are [Br:1][C:2]1[CH:3]=[CH:4][C:5]([F:9])=[C:6]([CH:8]=1)[NH2:7].CO[CH:12]1[CH2:16][CH2:15][CH:14](OC)O1. The product is [Br:1][C:2]1[CH:3]=[CH:4][C:5]([F:9])=[C:6]([N:7]2[CH:12]=[CH:16][CH:15]=[CH:14]2)[CH:8]=1. (6) The reactants are [CH3:1][C:2]1[O:3][C:4]([CH3:8])=[C:5]([CH3:7])[N:6]=1.[O:9]=[C:10]1[CH:14]=[CH:13][C:12](=[O:15])[N:11]1[C:16]1[CH:23]=[CH:22][C:19]([C:20]#[N:21])=[C:18]([C:24]([F:27])([F:26])[F:25])[CH:17]=1. The catalyst is C1(C)C=CC=CC=1. The product is [CH3:1][C:2]12[O:3][C:4]([CH3:8])([CH:14]3[C:10](=[O:9])[N:11]([C:16]4[CH:23]=[CH:22][C:19]([C:20]#[N:21])=[C:18]([C:24]([F:25])([F:27])[F:26])[CH:17]=4)[C:12](=[O:15])[CH:13]31)[C:5]([CH3:7])=[N:6]2. The yield is 0.350. (7) The reactants are Br[C:2]1[C:3]2[N:4]([N:8]=[C:9]([NH:11][C:12]3[CH:28]=[CH:27][C:15]([C:16]([N:18]([CH3:26])[CH:19]4[CH2:24][CH2:23][N:22]([CH3:25])[CH2:21][CH2:20]4)=[O:17])=[CH:14][CH:13]=3)[N:10]=2)[CH:5]=[CH:6][CH:7]=1.C([O-])([O-])=O.[Cs+].[Cs+].[CH2:35]([N:42]1[C:46]2[CH:47]=[C:48]([OH:51])[CH:49]=[CH:50][C:45]=2[O:44][C:43]1=[O:52])[C:36]1[CH:41]=[CH:40][CH:39]=[CH:38][CH:37]=1.N1C=CC=CC=1C(O)=O. The catalyst is [Cu]I.O1CCOCC1. The product is [CH2:35]([N:42]1[C:46]2[CH:47]=[C:48]([O:51][C:2]3[C:3]4[N:4]([N:8]=[C:9]([NH:11][C:12]5[CH:28]=[CH:27][C:15]([C:16]([N:18]([CH3:26])[CH:19]6[CH2:24][CH2:23][N:22]([CH3:25])[CH2:21][CH2:20]6)=[O:17])=[CH:14][CH:13]=5)[N:10]=4)[CH:5]=[CH:6][CH:7]=3)[CH:49]=[CH:50][C:45]=2[O:44][C:43]1=[O:52])[C:36]1[CH:41]=[CH:40][CH:39]=[CH:38][CH:37]=1. The yield is 0.0400. (8) The reactants are [NH:1]1[C:5]2[CH:6]=[CH:7][C:8]([C:10]([OH:12])=O)=[CH:9][C:4]=2[N:3]=[CH:2]1.[CH3:13][O:14][C:15]1[CH:28]=[CH:27][C:18]2[C@H:19]3[C@H:24]([CH2:25][CH2:26][C:17]=2[CH:16]=1)[NH:23][CH2:22][CH2:21][CH2:20]3. No catalyst specified. The product is [NH:1]1[C:5]2[CH:6]=[CH:7][C:8]([C:10]([N:23]3[C@@H:24]4[C@H:19]([C:18]5[CH:27]=[CH:28][C:15]([O:14][CH3:13])=[CH:16][C:17]=5[CH2:26][CH2:25]4)[CH2:20][CH2:21][CH2:22]3)=[O:12])=[CH:9][C:4]=2[N:3]=[CH:2]1. The yield is 0.710. (9) The reactants are [CH2:1]([N:8]1[C:17]2[C:12](=[CH:13][C:14]([C:18]3[CH:23]=[CH:22][C:21]([F:24])=[CH:20][CH:19]=3)=[CH:15][CH:16]=2)[CH2:11][C:10]([NH:26]C(=O)OCC2C=CC=CC=2)([CH3:25])[C:9]1=[O:37])[C:2]1[CH:7]=[CH:6][CH:5]=[CH:4][CH:3]=1. The catalyst is CO.[Pd]. The product is [CH2:1]([N:8]1[C:17]2[C:12](=[CH:13][C:14]([C:18]3[CH:19]=[CH:20][C:21]([F:24])=[CH:22][CH:23]=3)=[CH:15][CH:16]=2)[CH2:11][C:10]([CH3:25])([NH2:26])[C:9]1=[O:37])[C:2]1[CH:7]=[CH:6][CH:5]=[CH:4][CH:3]=1. The yield is 0.940. (10) The reactants are Cl[C:2]1[CH:11]=[C:10]([Cl:12])[C:9]2[C:4](=[CH:5][CH:6]=[C:7]([Cl:13])[CH:8]=2)[N:3]=1.[Br:14][C:15]1[CH:16]=[CH:17][C:18]2[CH2:24][NH:23][CH2:22][CH2:21][CH2:20][C:19]=2[CH:25]=1.C(O)CCC. The catalyst is C(OCC)(=O)C. The product is [Br:14][C:15]1[CH:16]=[CH:17][C:18]2[CH2:24][N:23]([C:2]3[CH:11]=[C:10]([Cl:12])[C:9]4[C:4](=[CH:5][CH:6]=[C:7]([Cl:13])[CH:8]=4)[N:3]=3)[CH2:22][CH2:21][CH2:20][C:19]=2[CH:25]=1. The yield is 0.410.